From a dataset of Forward reaction prediction with 1.9M reactions from USPTO patents (1976-2016). Predict the product of the given reaction. (1) Given the reactants [CH3:1][N:2]([CH3:19])[CH2:3][CH2:4][O:5][C:6]1[CH:11]=[CH:10][C:9]([NH:12][C:13]([CH3:18])([CH3:17])[C:14]([O-:16])=O)=[CH:8][CH:7]=1.[Na+].[F:21][C:22]([F:35])([F:34])[C:23]1[CH:30]=[C:29]([N:31]=[C:32]=[S:33])[CH:28]=[CH:27][C:24]=1[C:25]#[N:26], predict the reaction product. The product is: [CH3:19][N:2]([CH3:1])[CH2:3][CH2:4][O:5][C:6]1[CH:7]=[CH:8][C:9]([N:12]2[C:13]([CH3:18])([CH3:17])[C:14](=[O:16])[N:31]([C:29]3[CH:28]=[CH:27][C:24]([C:25]#[N:26])=[C:23]([C:22]([F:35])([F:21])[F:34])[CH:30]=3)[C:32]2=[S:33])=[CH:10][CH:11]=1. (2) Given the reactants C[O:2][C:3]([C:5]1[CH2:6][O:7][CH2:8][C:9]=1[N:10]([CH2:19][C:20]1[S:21][C:22]2[CH:28]=[CH:27][CH:26]=[CH:25][C:23]=2[N:24]=1)[C:11](=[O:18])[CH2:12][C:13]([O:15][CH2:16][CH3:17])=[O:14])=O.[H-].[Na+], predict the reaction product. The product is: [S:21]1[C:22]2[CH:28]=[CH:27][CH:26]=[CH:25][C:23]=2[N:24]=[C:20]1[CH2:19][N:10]1[C:11](=[O:18])[C:12]([C:13]([O:15][CH2:16][CH3:17])=[O:14])=[C:3]([OH:2])[C:5]2[CH2:6][O:7][CH2:8][C:9]1=2. (3) Given the reactants [CH3:1][C:2]([NH:4][C@H:5]1[C@H:10]([NH:11][C:12]([CH2:14][C@H:15]([NH2:19])[C:16]([OH:18])=[O:17])=[O:13])[O:9][C@H:8]([CH2:20][OH:21])[C@@H:7]([O:22][C@@H:23]2[O:28][C@H:27]([CH2:29][OH:30])[C@@H:26]([O:31][C@@H:32]3[O:37][C@H:36]([CH2:38][O:39][C@H:40]4[O:45][C@H:44]([CH2:46][O:47][C@H:48]5[O:53][C@H:52]([CH2:54][OH:55])[C@@H:51]([OH:56])[C@H:50]([OH:57])[C@@H:49]5[OH:58])[C@@H:43]([OH:59])[C@H:42]([O:60][C@H:61]5[O:66][C@H:65]([CH2:67][OH:68])[C@@H:64]([OH:69])[C@H:63]([OH:70])[C@@H:62]5[OH:71])[C@@H:41]4[OH:72])[C@@H:35]([OH:73])[C@H:34]([O:74][C@H:75]4[O:80][C@H:79]([CH2:81][OH:82])[C@@H:78]([OH:83])[C@H:77]([OH:84])[C@@H:76]4[OH:85])[C@@H:33]3[OH:86])[C@H:25]([OH:87])[C@H:24]2[NH:88][C:89]([CH3:91])=[O:90])[C@@H:6]1[OH:92])=[O:3].[CH2:93]1[C:98](=[O:99])[N:97](OC(CCN2C(=O)C=CC2=O)=O)[C:95](=[O:96])[CH2:94]1.P([O-])([O-])([O-])=O, predict the reaction product. The product is: [CH3:1][C:2]([NH:4][C@H:5]1[C@H:10]([NH:11][C:12]([CH2:14][C@H:15]([NH2:19])[C:16]([OH:18])=[O:17])=[O:13])[O:9][C@H:8]([CH2:20][OH:21])[C@@H:7]([O:22][C@@H:23]2[O:28][C@H:27]([CH2:29][OH:30])[C@@H:26]([O:31][C@@H:32]3[O:37][C@H:36]([CH2:38][O:39][C@H:40]4[O:45][C@H:44]([CH2:46][O:47][C@H:48]5[O:53][C@H:52]([CH2:54][OH:55])[C@@H:51]([OH:56])[C@H:50]([OH:57])[C@@H:49]5[OH:58])[C@@H:43]([OH:59])[C@H:42]([O:60][C@H:61]5[O:66][C@H:65]([CH2:67][OH:68])[C@@H:64]([OH:69])[C@H:63]([OH:70])[C@@H:62]5[OH:71])[C@@H:41]4[OH:72])[C@@H:35]([OH:73])[C@H:34]([O:74][C@H:75]4[O:80][C@H:79]([CH2:81][OH:82])[C@@H:78]([OH:83])[C@H:77]([OH:84])[C@@H:76]4[OH:85])[C@@H:33]3[OH:86])[C@H:25]([OH:87])[C@H:24]2[NH:88][C:89]([CH3:91])=[O:90])[C@@H:6]1[OH:92])=[O:3].[C:95]1(=[O:96])[NH:97][C:98](=[O:99])[CH:93]=[CH:94]1. (4) Given the reactants [CH:1]1([NH2:4])[CH2:3][CH2:2]1.C1(P(C2C(P(C3C=CC=CC=3)C3C=CC=CC=3)=C(C3C4C(=CC=CC=4)C=CC=3)C3C(C=2)=CC=CC=3)C2C=CC=CC=2)C=CC=CC=1.C(=O)([O-])[O-].[Cs+].[Cs+].[CH3:57][O:58][C:59]([C:61]1[CH:66]=[CH:65][C:64](Br)=[C:63]([O:68][CH2:69][CH:70]2[CH2:72][CH2:71]2)[N:62]=1)=[O:60], predict the reaction product. The product is: [CH3:57][O:58][C:59]([C:61]1[CH:66]=[CH:65][C:64]([NH:4][CH:1]2[CH2:3][CH2:2]2)=[C:63]([O:68][CH2:69][CH:70]2[CH2:72][CH2:71]2)[N:62]=1)=[O:60]. (5) The product is: [Br:1][C:2]1[CH:7]=[CH:6][C:5]([NH:8][C:9]2[N:10]([CH3:26])[C:11](=[O:25])[C:12]([CH3:24])=[CH:13][C:14]=2[C:15]([NH:17][O:18][CH2:19][CH2:20][OH:21])=[O:16])=[C:4]([F:27])[CH:3]=1. Given the reactants [Br:1][C:2]1[CH:7]=[CH:6][C:5]([NH:8][C:9]2[N:10]([CH3:26])[C:11](=[O:25])[C:12]([CH3:24])=[CH:13][C:14]=2[C:15]([NH:17][O:18][CH2:19][CH2:20][O:21]C=C)=[O:16])=[C:4]([F:27])[CH:3]=1.Cl.[OH-].[Na+], predict the reaction product. (6) Given the reactants [CH3:1][C:2]([CH3:32])([CH3:31])[C:3]#[C:4][C:5]1[S:9][C:8]([C:10]([O:12]C)=[O:11])=[C:7]([N:14]([CH2:24][C:25]2[CH:29]=[CH:28][N:27]([CH3:30])[N:26]=2)[C:15]([C@H:17]2[CH2:22][CH2:21][C@H:20]([CH3:23])[CH2:19][CH2:18]2)=[O:16])[CH:6]=1.[OH-].[Na+], predict the reaction product. The product is: [CH3:31][C:2]([CH3:1])([CH3:32])[C:3]#[C:4][C:5]1[S:9][C:8]([C:10]([OH:12])=[O:11])=[C:7]([N:14]([CH2:24][C:25]2[CH:29]=[CH:28][N:27]([CH3:30])[N:26]=2)[C:15]([C@H:17]2[CH2:22][CH2:21][C@H:20]([CH3:23])[CH2:19][CH2:18]2)=[O:16])[CH:6]=1. (7) Given the reactants [CH3:1][C:2]1[C:10](/[CH:11]=[CH:12]/[CH3:13])=[CH:9][CH:8]=[C:7]2[C:3]=1[CH2:4][O:5][C:6]2=[O:14].C[N+]1([O-])CC[O:19]CC1.C(#N)C.[OH2:26], predict the reaction product. The product is: [OH:26][CH:11]([C:10]1[C:2]([CH3:1])=[C:3]2[C:7](=[CH:8][CH:9]=1)[C:6](=[O:14])[O:5][CH2:4]2)[CH:12]([OH:19])[CH3:13].